From a dataset of Reaction yield outcomes from USPTO patents with 853,638 reactions. Predict the reaction yield, written as a fraction of the theoretical maximum amount of product (1.0 means a 100% yield; for example, 0.34 means a 34% yield). (1) The reactants are [NH2:1][C:2]1[S:6][N:5]=[C:4]([CH3:7])[C:3]=1[C:8]([NH:10][C:11]1[CH:16]=[CH:15][C:14]([F:17])=[C:13]([F:18])[CH:12]=1)=[O:9].Cl[C:20]1[N:25]=[C:24]([C:26]([O:28][CH3:29])=[O:27])[CH:23]=[N:22][CH:21]=1.C(=O)([O-])[O-].[Cs+].[Cs+].CC1(C)C2C(=C(P(C3C=CC=CC=3)C3C=CC=CC=3)C=CC=2)OC2C(P(C3C=CC=CC=3)C3C=CC=CC=3)=CC=CC1=2. The catalyst is O1CCOCC1.CN(C=O)C.C([O-])(=O)C.[Pd+2].C([O-])(=O)C. The product is [F:18][C:13]1[CH:12]=[C:11]([NH:10][C:8]([C:3]2[C:4]([CH3:7])=[N:5][S:6][C:2]=2[NH:1][C:20]2[N:25]=[C:24]([C:26]([O:28][CH3:29])=[O:27])[CH:23]=[N:22][CH:21]=2)=[O:9])[CH:16]=[CH:15][C:14]=1[F:17]. The yield is 0.0400. (2) The product is [NH2:32][C:2]1[CH:7]=[CH:6][C:5]([C:8]([C:10]2[CH:28]=[CH:27][CH:26]=[CH:25][C:11]=2[C:12]([NH:14][C:15]2[CH:20]=[CH:19][CH:18]=[C:17]([C:21]([F:24])([F:23])[F:22])[CH:16]=2)=[O:13])=[CH2:9])=[CH:4][C:3]=1[N+:29]([O-:31])=[O:30]. The reactants are Cl[C:2]1[CH:7]=[CH:6][C:5]([C:8]([C:10]2[CH:28]=[CH:27][CH:26]=[CH:25][C:11]=2[C:12]([NH:14][C:15]2[CH:20]=[CH:19][CH:18]=[C:17]([C:21]([F:24])([F:23])[F:22])[CH:16]=2)=[O:13])=[CH2:9])=[CH:4][C:3]=1[N+:29]([O-:31])=[O:30].[N-:32]=[N+]=[N-].[Na+].CN(C)C=O.[BH4-].[Na+]. The catalyst is C(OCC)(=O)C.O1CCCC1. The yield is 0.500. (3) The reactants are [CH3:1][C:2]1[C:3]([C:17]#[N:18])=[N:4][CH:5]=[C:6](B2OC(C)(C)C(C)(C)O2)[CH:7]=1.Cl[C:20]1[N:21]=[C:22]2[C:27](=[CH:28][CH:29]=1)[N:26]=[CH:25][C:24]1[CH:30]=[CH:31][C:32](=[O:44])[N:33]([C:34]3[CH:39]=[CH:38][CH:37]=[C:36]([C:40]([F:43])([F:42])[F:41])[CH:35]=3)[C:23]2=1.C(=O)([O-])[O-].[Na+].[Na+]. The catalyst is C1(P(C2C=CC=CC=2)C2C=CC=CC=2)C=CC=CC=1.C1(P(C2C=CC=CC=2)C2C=CC=CC=2)C=CC=CC=1.C1(P(C2C=CC=CC=2)C2C=CC=CC=2)C=CC=CC=1.C1(P(C2C=CC=CC=2)C2C=CC=CC=2)C=CC=CC=1.[Pd]. The product is [CH3:1][C:2]1[C:3]([C:17]#[N:18])=[N:4][CH:5]=[C:6]([C:20]2[N:21]=[C:22]3[C:27](=[CH:28][CH:29]=2)[N:26]=[CH:25][C:24]2[CH:30]=[CH:31][C:32](=[O:44])[N:33]([C:34]4[CH:39]=[CH:38][CH:37]=[C:36]([C:40]([F:42])([F:41])[F:43])[CH:35]=4)[C:23]3=2)[CH:7]=1. The yield is 0.316. (4) The reactants are [Cl:1][C:2]1[CH:3]=[C:4]([CH:7]=[C:8]([O:10][C:11]2[C:16]([F:17])=[CH:15][CH:14]=[C:13]([CH3:18])[C:12]=2[F:19])[CH:9]=1)[C:5]#[N:6].C1C(=O)N([Br:27])C(=O)C1. The catalyst is C(Cl)(Cl)(Cl)Cl. The product is [Br:27][CH2:18][C:13]1[C:12]([F:19])=[C:11]([O:10][C:8]2[CH:7]=[C:4]([CH:3]=[C:2]([Cl:1])[CH:9]=2)[C:5]#[N:6])[C:16]([F:17])=[CH:15][CH:14]=1. The yield is 0.560. (5) The reactants are [Cl:1][C:2]1[N:3]=[C:4](Cl)[C:5]2[N:6]([CH:8]=[CH:9][N:10]=2)[CH:7]=1.[CH3:12][C@@H:13]1[CH2:18][O:17][CH2:16][CH2:15][NH:14]1. No catalyst specified. The product is [Cl:1][C:2]1[N:3]=[C:4]([N:14]2[CH2:15][CH2:16][O:17][CH2:18][C@H:13]2[CH3:12])[C:5]2[N:6]([CH:8]=[CH:9][N:10]=2)[CH:7]=1. The yield is 0.970. (6) The reactants are [CH3:1][C:2]([S@@:5]([NH2:7])=[O:6])([CH3:4])[CH3:3].[CH2:8]([O:10][C:11]1[CH:18]=[CH:17][C:14]([CH:15]=O)=[CH:13][C:12]=1[F:19])[CH3:9].C1(C)C=CC(S([O-])(=O)=O)=CC=1.[NH+]1C=CC=CC=1.[O-]S([O-])(=O)=O.[Mg+2]. The catalyst is C(Cl)Cl. The product is [CH2:8]([O:10][C:11]1[CH:18]=[CH:17][C:14](/[CH:15]=[N:7]/[S@:5]([C:2]([CH3:4])([CH3:3])[CH3:1])=[O:6])=[CH:13][C:12]=1[F:19])[CH3:9]. The yield is 0.679. (7) The reactants are [F:1][C:2]([F:15])([F:14])[S:3]([O:6]S(C(F)(F)F)(=O)=O)(=[O:5])=[O:4].O[C:17]1[C:25]2[N:24]=[C:23]3[C:26]4([N:48]([C:51]([O:53][C:54]([CH3:57])([CH3:56])[CH3:55])=[O:52])[C:49](=[O:50])[N:22]3[C:21]=2[CH:20]=[CH:19][CH:18]=1)[CH2:31][CH2:30][N:29]([C:32]1[C:37]2[CH:38]=[CH:39][N:40]([C:41]([O:43][C:44]([CH3:47])([CH3:46])[CH3:45])=[O:42])[C:36]=2[N:35]=[CH:34][N:33]=1)[CH2:28][CH2:27]4.C(N(C(C)C)C(C)C)C. The catalyst is C(Cl)Cl. The product is [CH3:47][C:44]([O:43][C:41]([N:40]1[C:36]2[N:35]=[CH:34][N:33]=[C:32]([N:29]3[CH2:28][CH2:27][C:26]4([C:23]5=[N:24][C:25]6[C:17]([O:6][S:3]([C:2]([F:15])([F:14])[F:1])(=[O:5])=[O:4])=[CH:18][CH:19]=[CH:20][C:21]=6[N:22]5[C:49](=[O:50])[N:48]4[C:51]([O:53][C:54]([CH3:57])([CH3:56])[CH3:55])=[O:52])[CH2:31][CH2:30]3)[C:37]=2[CH:38]=[CH:39]1)=[O:42])([CH3:45])[CH3:46]. The yield is 0.575. (8) The reactants are [O:1]1[CH:5]=[CH:4][CH2:3][CH:2]1[C:6]1[CH:7]=[C:8]([CH:11]=[CH:12][CH:13]=1)[CH:9]=[O:10].N1C(C)=CC=CC=1C.[H][H]. The catalyst is [Pd].C1COCC1. The product is [O:1]1[CH2:5][CH2:4][CH2:3][CH:2]1[C:6]1[CH:7]=[C:8]([CH2:9][OH:10])[CH:11]=[CH:12][CH:13]=1. The yield is 0.700.